This data is from Forward reaction prediction with 1.9M reactions from USPTO patents (1976-2016). The task is: Predict the product of the given reaction. (1) Given the reactants [F:1][C:2]1[C:32]([NH:33][S:34]([CH2:37][CH2:38][CH3:39])(=[O:36])=[O:35])=[CH:31][CH:30]=[C:29]([F:40])[C:3]=1[C:4]([NH:6][C:7]1[CH:8]=[C:9]2[C:15]([CH:16]3[CH2:21][CH2:20][N:19](C(OC(C)(C)C)=O)[CH2:18][CH2:17]3)=[N:14][NH:13][C:10]2=[N:11][CH:12]=1)=[O:5].[ClH:41].O1CCOCC1, predict the reaction product. The product is: [ClH:41].[F:1][C:2]1[C:32]([NH:33][S:34]([CH2:37][CH2:38][CH3:39])(=[O:36])=[O:35])=[CH:31][CH:30]=[C:29]([F:40])[C:3]=1[C:4]([NH:6][C:7]1[CH:8]=[C:9]2[C:15]([CH:16]3[CH2:21][CH2:20][NH:19][CH2:18][CH2:17]3)=[N:14][NH:13][C:10]2=[N:11][CH:12]=1)=[O:5]. (2) Given the reactants [F:1][C:2]1[CH:3]=[C:4]([C@H:8]2[CH2:12][CH2:11][CH2:10][N:9]2[C:13]2[CH:18]=[CH:17][N:16]3[N:19]=[CH:20][C:21]([NH2:22])=[C:15]3[N:14]=2)[CH:5]=[CH:6][CH:7]=1.[CH3:23][N:24]1[C:29](=[O:30])[CH:28]=[CH:27][C:26]([C:31](O)=[O:32])=[N:25]1.CN(C(ON1N=NC2C=CC=NC1=2)=[N+](C)C)C.F[P-](F)(F)(F)(F)F.CCN(C(C)C)C(C)C, predict the reaction product. The product is: [F:1][C:2]1[CH:3]=[C:4]([C@H:8]2[CH2:12][CH2:11][CH2:10][N:9]2[C:13]2[CH:18]=[CH:17][N:16]3[N:19]=[CH:20][C:21]([NH:22][C:31]([C:26]4[CH:27]=[CH:28][C:29](=[O:30])[N:24]([CH3:23])[N:25]=4)=[O:32])=[C:15]3[N:14]=2)[CH:5]=[CH:6][CH:7]=1. (3) Given the reactants [NH2:1][CH2:2][CH:3]1[CH2:8][CH:7]([C:9]2[CH:14]=[CH:13][C:12]([C:15]([F:18])([F:17])[F:16])=[CH:11][CH:10]=2)[CH2:6][N:5]([C:19]([N:21]2[CH2:26][CH2:25][O:24][CH2:23][CH2:22]2)=[O:20])[CH2:4]1.[Cl:27][C:28]1[CH:29]=[C:30]([CH:34]=[CH:35][CH:36]=1)[C:31](Cl)=[O:32], predict the reaction product. The product is: [Cl:27][C:28]1[CH:29]=[C:30]([C:31]([NH:1][CH2:2][CH:3]2[CH2:8][CH:7]([C:9]3[CH:14]=[CH:13][C:12]([C:15]([F:17])([F:16])[F:18])=[CH:11][CH:10]=3)[CH2:6][N:5]([C:19]([N:21]3[CH2:26][CH2:25][O:24][CH2:23][CH2:22]3)=[O:20])[CH2:4]2)=[O:32])[CH:34]=[CH:35][CH:36]=1. (4) Given the reactants [CH2:1]([C@H:8]([NH:23]C(=O)C1C=CC(F)=C(Br)C=1)[C@@H:9]([OH:22])[CH2:10][C@H:11]([C:13](=[O:21])NCCC(C)(C)C)[CH3:12])[C:2]1[CH:7]=[CH:6][CH:5]=[CH:4][CH:3]=1.[CH:34]([O:37][C:38]1[CH:39]=[C:40]([CH:44]=[C:45]([N:47]2[CH2:51][CH2:50][CH2:49][C:48]2=[O:52])[CH:46]=1)[C:41]([OH:43])=O)([CH3:36])[CH3:35].N[C@H]([C@H]1OC(=O)[C@H](C)C1)CC1C=CC=CC=1, predict the reaction product. The product is: [CH:34]([O:37][C:38]1[CH:39]=[C:40]([CH:44]=[C:45]([N:47]2[CH2:51][CH2:50][CH2:49][C:48]2=[O:52])[CH:46]=1)[C:41]([NH:23][C@H:8]([C@@H:9]1[CH2:10][C@@H:11]([CH3:12])[C:13](=[O:21])[O:22]1)[CH2:1][C:2]1[CH:7]=[CH:6][CH:5]=[CH:4][CH:3]=1)=[O:43])([CH3:35])[CH3:36]. (5) Given the reactants [NH2:1][CH2:2][C@@H:3]1[O:8][CH2:7][C@@H:6]([N:9]2[C:13]3=[C:14]4[S:20][CH:19]=[CH:18][C:15]4=[N:16][CH:17]=[C:12]3[N:11]=[C:10]2[C@H:21]([OH:23])[CH3:22])[CH2:5][CH2:4]1.C(N(CC)CC)C.Cl[C:32]([O:34][CH:35]([CH3:37])[CH3:36])=[O:33], predict the reaction product. The product is: [CH:35]([O:34][C:32](=[O:33])[NH:1][CH2:2][C@H:3]1[CH2:4][CH2:5][C@H:6]([N:9]2[C:13]3=[C:14]4[S:20][CH:19]=[CH:18][C:15]4=[N:16][CH:17]=[C:12]3[N:11]=[C:10]2[C@H:21]([OH:23])[CH3:22])[CH2:7][O:8]1)([CH3:37])[CH3:36]. (6) Given the reactants [NH2:1][CH:2]([CH2:7][CH3:8])[CH2:3][C:4]([OH:6])=[O:5].[Si](C=[N+]=[N-])(C)(C)[CH3:10], predict the reaction product. The product is: [CH3:10][O:5][C:4](=[O:6])[CH2:3][CH:2]([NH2:1])[CH2:7][CH3:8]. (7) Given the reactants Br[CH2:2][C:3]1[CH:8]=[CH:7][N:6]=[CH:5][CH:4]=1.C([O-])([O-])=O.[K+].[K+].C1(O)C=CC=CC=1.[OH:22][C@@H:23]([C:34]1[CH:39]=[CH:38][CH:37]=[C:36]([OH:40])[CH:35]=1)[CH2:24][CH2:25][NH:26][C:27](=[O:33])[O:28][C:29]([CH3:32])([CH3:31])[CH3:30], predict the reaction product. The product is: [OH:22][C@@H:23]([C:34]1[CH:39]=[CH:38][CH:37]=[C:36]([O:40][CH2:2][C:3]2[CH:8]=[CH:7][N:6]=[CH:5][CH:4]=2)[CH:35]=1)[CH2:24][CH2:25][NH:26][C:27](=[O:33])[O:28][C:29]([CH3:32])([CH3:31])[CH3:30]. (8) Given the reactants [Cl:1][C:2]1[CH:9]=[CH:8][C:5]([CH:6]=[O:7])=[C:4](F)[CH:3]=1.[NH:11]1[CH2:16][CH2:15][CH:14]([C:17]([NH2:19])=[O:18])[CH2:13][CH2:12]1.C([O-])([O-])=O.[K+].[K+].CC(N(C)C)=O, predict the reaction product. The product is: [Cl:1][C:2]1[CH:9]=[CH:8][C:5]([CH:6]=[O:7])=[C:4]([N:11]2[CH2:16][CH2:15][CH:14]([C:17]([NH2:19])=[O:18])[CH2:13][CH2:12]2)[CH:3]=1. (9) The product is: [C:38]([O:37][C:35](=[O:36])[NH:34][CH2:33][CH2:32][CH:31]([NH:30][C:29](=[O:49])[C:27]1[CH:28]=[C:23]([NH:22][C:20]([C:19]2[C:18](=[O:17])[NH:1][C:2]3[N:3]=[C:4]([N:10]4[CH2:15][CH2:14][O:13][CH2:12][CH2:11]4)[N:5]=[CH:6][C:7]=3[CH:8]=2)=[O:21])[C:24]([Cl:51])=[CH:25][C:26]=1[F:50])[C:42]1[CH:47]=[CH:46][CH:45]=[C:44]([Cl:48])[CH:43]=1)([CH3:41])([CH3:39])[CH3:40]. Given the reactants [NH2:1][C:2]1[C:7]([CH:8]=O)=[CH:6][N:5]=[C:4]([N:10]2[CH2:15][CH2:14][O:13][CH2:12][CH2:11]2)[N:3]=1.C[O:17][C:18](=O)[CH2:19][C:20]([NH:22][C:23]1[CH:28]=[C:27]([C:29](=[O:49])[NH:30][CH:31]([C:42]2[CH:47]=[CH:46][CH:45]=[C:44]([Cl:48])[CH:43]=2)[CH2:32][CH2:33][NH:34][C:35]([O:37][C:38]([CH3:41])([CH3:40])[CH3:39])=[O:36])[C:26]([F:50])=[CH:25][C:24]=1[Cl:51])=[O:21].N1CCCCC1, predict the reaction product.